From a dataset of Forward reaction prediction with 1.9M reactions from USPTO patents (1976-2016). Predict the product of the given reaction. (1) Given the reactants [CH3:1][Si:2]([CH:5](O)[CH3:6])([CH3:4])[CH3:3].[OH:8][C:9]1[CH:18]=[CH:17][C:16]2[CH:15]3[CH2:19][C:20](=[O:21])[CH:12]([CH:13]4[C:25](=[O:26])[O:24][C:22](=[O:23])[CH:14]43)[C:11]=2[CH:10]=1.C1(NC2CCCCC2)CCCCC1.C(N)(C)C.C([OH:47])(C)C, predict the reaction product. The product is: [CH3:1][Si:2]([CH3:4])([CH3:3])[CH2:5][CH2:6][O:47][C:22]([CH:14]1[CH:13]([C:25]([OH:24])=[O:26])[CH:12]2[C:20](=[O:21])[CH2:19][CH:15]1[C:16]1[CH:17]=[CH:18][C:9]([OH:8])=[CH:10][C:11]=12)=[O:23]. (2) Given the reactants [CH3:1][O:2][C:3]1[CH:8]=[CH:7][C:6]([CH2:9][C:10]([NH:12][C:13]2[CH:17]=[CH:16][S:15][C:14]=2[C:18]2[N:19]=[C:20]([CH3:42])[N:21](C(C3C=CC=CC=3)(C3C=CC=CC=3)C3C=CC=CC=3)[CH:22]=2)=[O:11])=[CH:5][CH:4]=1, predict the reaction product. The product is: [CH3:1][O:2][C:3]1[CH:4]=[CH:5][C:6]([CH2:9][C:10]([NH:12][C:13]2[CH:17]=[CH:16][S:15][C:14]=2[C:18]2[N:19]=[C:20]([CH3:42])[NH:21][CH:22]=2)=[O:11])=[CH:7][CH:8]=1. (3) Given the reactants [H-].[Na+].Cl.[NH2:4][C:5]([NH2:7])=[NH:6].[CH:8]1[C:20]2[NH:19][C:18]3[C:13](=[CH:14][CH:15]=[CH:16][CH:17]=3)[C:12]=2[CH:11]=[CH:10][C:9]=1[C:21](OC)=[O:22], predict the reaction product. The product is: [NH2:6][C:5]([NH2:7])=[N:4][C:21]([C:9]1[CH:10]=[CH:11][C:12]2[C:13]3[C:18](=[CH:17][CH:16]=[CH:15][CH:14]=3)[NH:19][C:20]=2[CH:8]=1)=[O:22]. (4) Given the reactants [NH2:1][C:2]1[CH:7]=[C:6]([O:8][CH2:9][CH2:10][O:11][CH3:12])[CH:5]=[CH:4][C:3]=1[C:13]([NH:15][C@H:16]([C:24]([O:26][CH3:27])=[O:25])[C@@H:17]([CH3:23])[O:18][C:19]([CH3:22])([CH3:21])[CH3:20])=[O:14].[CH:28]1([CH2:31][C:32]2[CH:33]=[C:34]([CH3:42])[C:35]([N:39]=[C:40]=[O:41])=[C:36]([CH3:38])[CH:37]=2)[CH2:30][CH2:29]1.Cl.C(OCC)(=O)C, predict the reaction product. The product is: [CH:28]1([CH2:31][C:32]2[CH:33]=[C:34]([CH3:42])[C:35]([NH:39][C:40]([NH:1][C:2]3[CH:7]=[C:6]([O:8][CH2:9][CH2:10][O:11][CH3:12])[CH:5]=[CH:4][C:3]=3[C:13]([NH:15][C@H:16]([C:24]([O:26][CH3:27])=[O:25])[C@@H:17]([CH3:23])[O:18][C:19]([CH3:21])([CH3:22])[CH3:20])=[O:14])=[O:41])=[C:36]([CH3:38])[CH:37]=2)[CH2:29][CH2:30]1. (5) Given the reactants [N:1]1([CH2:7][CH2:8][CH2:9][C:10]([O:12]CC)=[O:11])[CH2:6][CH2:5][CH2:4][CH2:3][CH2:2]1.[ClH:15], predict the reaction product. The product is: [N:1]1([CH2:7][CH2:8][CH2:9][C:10]([OH:12])=[O:11])[CH2:6][CH2:5][CH2:4][CH2:3][CH2:2]1.[ClH:15]. (6) The product is: [C:1]([O:5][C:6](=[O:29])[NH:7][C@H:8]1[CH2:13][CH2:12][CH2:11][CH2:10][C@H:9]1[NH:14][C:15]1[N:16]=[CH:17][C:18]2[C:24]([CH:25]([F:27])[F:26])=[N:23][CH:22]=[C:21]([C:34]3[CH:33]=[N:32][N:31]([CH3:30])[CH:35]=3)[C:19]=2[N:20]=1)([CH3:4])([CH3:3])[CH3:2]. Given the reactants [C:1]([O:5][C:6](=[O:29])[NH:7][C@H:8]1[CH2:13][CH2:12][CH2:11][CH2:10][C@H:9]1[NH:14][C:15]1[N:16]=[CH:17][C:18]2[C:24]([CH:25]([F:27])[F:26])=[N:23][CH:22]=[C:21](I)[C:19]=2[N:20]=1)([CH3:4])([CH3:3])[CH3:2].[CH3:30][N:31]1[CH:35]=[C:34](B(O)O)[CH:33]=[N:32]1.C1(P(C2CCCCC2)C2C=CC=CC=2C2C(OC)=CC=CC=2OC)CCCCC1.C(=O)([O-])[O-].[K+].[K+].COCCOC.O, predict the reaction product.